From a dataset of Catalyst prediction with 721,799 reactions and 888 catalyst types from USPTO. Predict which catalyst facilitates the given reaction. Reactant: [F:1][C:2]([F:17])([F:16])[C:3]1([CH2:7][N:8]2[CH2:13][CH2:12][CH:11]([CH2:14][OH:15])[CH2:10][CH2:9]2)[CH2:6][CH2:5][CH2:4]1.[H-].[Na+].[Br:20][C:21]1[CH:22]=[N:23][C:24](I)=[N:25][CH:26]=1.O. Product: [Br:20][C:21]1[CH:22]=[N:23][C:24]([O:15][CH2:14][CH:11]2[CH2:10][CH2:9][N:8]([CH2:7][C:3]3([C:2]([F:1])([F:16])[F:17])[CH2:4][CH2:5][CH2:6]3)[CH2:13][CH2:12]2)=[N:25][CH:26]=1. The catalyst class is: 1.